Dataset: Forward reaction prediction with 1.9M reactions from USPTO patents (1976-2016). Task: Predict the product of the given reaction. (1) Given the reactants [CH2:1]([C:9]1[CH:14]=[CH:13][CH:12]=[CH:11][CH:10]=1)[CH2:2][CH2:3][CH2:4][CH2:5][CH2:6][CH:7]=[CH2:8].Br[C:16]1[CH:21]=[CH:20][C:19]([N+:22]([O-:24])=[O:23])=[CH:18][CH:17]=1, predict the reaction product. The product is: [N+:22]([C:19]1[CH:20]=[CH:21][C:16]([CH2:8][CH2:7][CH2:6][CH2:5][CH2:4][CH2:3][CH2:2][CH2:1][C:9]2[CH:14]=[CH:13][CH:12]=[CH:11][CH:10]=2)=[CH:17][CH:18]=1)([O-:24])=[O:23]. (2) Given the reactants Cl[C:2]1[S:6][C:5]([C:7]([O:9][CH3:10])=[O:8])=[CH:4][C:3]=1[N+:11]([O-:13])=[O:12].[Cl:14][C:15]1[C:16]([CH3:24])=[N:17][C:18]([CH3:23])=[C:19]([Cl:22])[C:20]=1[S-:21].[Na+], predict the reaction product. The product is: [Cl:14][C:15]1[C:16]([CH3:24])=[N:17][C:18]([CH3:23])=[C:19]([Cl:22])[C:20]=1[S:21][C:2]1[S:6][C:5]([C:7]([O:9][CH3:10])=[O:8])=[CH:4][C:3]=1[N+:11]([O-:13])=[O:12]. (3) Given the reactants [Cl:1][C:2]1[CH:26]=[CH:25][C:5]([CH2:6][C:7]2[C:11]([C:12]#[N:13])=[C:10]([C:14]3[CH2:15][CH2:16][O:17][CH2:18][CH:19]=3)[S:9][C:8]=2[C:20]([O:22]CC)=[O:21])=[CH:4][CH:3]=1.O1CCCC1.[OH-].[Na+].CO, predict the reaction product. The product is: [Cl:1][C:2]1[CH:26]=[CH:25][C:5]([CH2:6][C:7]2[C:11]([C:12]#[N:13])=[C:10]([C:14]3[CH2:15][CH2:16][O:17][CH2:18][CH:19]=3)[S:9][C:8]=2[C:20]([OH:22])=[O:21])=[CH:4][CH:3]=1. (4) Given the reactants [OH:1][C:2]1[CH:3]=[C:4]([CH:9]=[C:10]([O:12][C@@H:13]([CH3:16])[CH2:14][OH:15])[CH:11]=1)[C:5]([O:7]C)=[O:6].C(=O)([O-])[O-].[Cs+].[Cs+].[F:23][C:24]1[CH:25]=[C:26]([CH:33]=[CH:34][C:35]=1F)[C:27]([N:29]1[CH2:32][CH2:31][CH2:30]1)=[O:28].O.[OH-].[Li+], predict the reaction product. The product is: [N:29]1([C:27]([C:26]2[CH:33]=[CH:34][C:35]([O:1][C:2]3[CH:3]=[C:4]([CH:9]=[C:10]([O:12][C@@H:13]([CH3:16])[CH2:14][OH:15])[CH:11]=3)[C:5]([OH:7])=[O:6])=[C:24]([F:23])[CH:25]=2)=[O:28])[CH2:32][CH2:31][CH2:30]1. (5) Given the reactants [CH2:1]([O:3][P:4]([O-:8])[O:5][CH2:6][CH3:7])[CH3:2].[H-].[Na+].C([C:13]1[C:22]2[C:17](=[CH:18][C:19]([CH2:23]Br)=[CH:20][CH:21]=2)[C:16](CC)=[C:15]([C:27](P(=O)([O-])[O-])([F:29])[F:28])[C:14]=1[Br:34])C, predict the reaction product. The product is: [Br:34][C:14]1[CH:13]=[C:22]2[C:17](=[CH:16][C:15]=1[C:27]([P:4]([O:5][CH2:6][CH3:7])([O:3][CH2:1][CH3:2])=[O:8])([F:28])[F:29])[CH:18]=[C:19]([CH2:23][P:4](=[O:8])([O:5][CH2:6][CH3:7])[O:3][CH2:1][CH3:2])[CH:20]=[CH:21]2. (6) Given the reactants [Br:1][C:2]1[CH:3]=[C:4]([N+:14]([O-])=O)[C:5]([NH:8][CH2:9][C:10](OC)=[O:11])=[N:6][CH:7]=1, predict the reaction product. The product is: [Br:1][C:2]1[CH:7]=[N:6][C:5]2[NH:8][CH2:9][C:10](=[O:11])[NH:14][C:4]=2[CH:3]=1. (7) Given the reactants [B:10]1([B:10]2[O:14][C:13]([CH3:16])([CH3:15])[C:12]([CH3:18])([CH3:17])[O:11]2)[O:14][C:13]([CH3:16])([CH3:15])[C:12]([CH3:18])([CH3:17])[O:11]1.[C:32]1(P([C:32]2[CH:37]=[CH:36][CH:35]=[CH:34][CH:33]=2)[C:32]2[CH:37]=[CH:36][CH:35]=[CH:34][CH:33]=2)[CH:37]=[CH:36][CH:35]=[CH:34][CH:33]=1.C([O-])([O-])=O.[K+].[K+].[Na+].[Cl-].[O:46]1CC[O:49][CH2:48][CH2:47]1, predict the reaction product. The product is: [CH3:16][C:13]1([CH3:15])[C:12]([CH3:17])([CH3:18])[O:11][B:10]([C:35]2[CH2:34][CH2:33][C:32]3([O:49][CH2:48][CH2:47][O:46]3)[CH2:37][CH:36]=2)[O:14]1. (8) Given the reactants [Cl:1][C:2]1[CH:3]=[C:4]2[C:9](=[CH:10][CH:11]=1)[NH:8][C:7](=[O:12])[CH2:6][CH2:5]2.[H-].[Na+].Br[CH2:16][CH2:17][CH2:18]Cl.[CH2:20]([CH:24]1[CH2:29][CH2:28][NH:27][CH2:26][CH2:25]1)[CH2:21][CH2:22][CH3:23].C([O-])([O-])=O.[K+].[K+], predict the reaction product. The product is: [CH2:20]([CH:24]1[CH2:29][CH2:28][N:27]([CH2:16][CH2:17][CH2:18][N:8]2[C:9]3[C:4](=[CH:3][C:2]([Cl:1])=[CH:11][CH:10]=3)[CH2:5][CH2:6][C:7]2=[O:12])[CH2:26][CH2:25]1)[CH2:21][CH2:22][CH3:23]. (9) Given the reactants [Br:1][C:2]1[CH:3]=[C:4]([CH:9]=[C:10]([OH:12])[CH:11]=1)[C:5]([O:7][CH3:8])=[O:6].[CH3:13]I, predict the reaction product. The product is: [Br:1][C:2]1[CH:3]=[C:4]([CH:9]=[C:10]([O:12][CH3:13])[CH:11]=1)[C:5]([O:7][CH3:8])=[O:6].